Dataset: NCI-60 drug combinations with 297,098 pairs across 59 cell lines. Task: Regression. Given two drug SMILES strings and cell line genomic features, predict the synergy score measuring deviation from expected non-interaction effect. Drug 2: B(C(CC(C)C)NC(=O)C(CC1=CC=CC=C1)NC(=O)C2=NC=CN=C2)(O)O. Synergy scores: CSS=5.83, Synergy_ZIP=-5.83, Synergy_Bliss=-8.52, Synergy_Loewe=-5.68, Synergy_HSA=-6.85. Cell line: CAKI-1. Drug 1: CC(C1=C(C=CC(=C1Cl)F)Cl)OC2=C(N=CC(=C2)C3=CN(N=C3)C4CCNCC4)N.